Dataset: NCI-60 drug combinations with 297,098 pairs across 59 cell lines. Task: Regression. Given two drug SMILES strings and cell line genomic features, predict the synergy score measuring deviation from expected non-interaction effect. (1) Drug 1: C1=CC(=CC=C1CCC2=CNC3=C2C(=O)NC(=N3)N)C(=O)NC(CCC(=O)O)C(=O)O. Drug 2: C1CN1P(=S)(N2CC2)N3CC3. Cell line: OVCAR-4. Synergy scores: CSS=11.8, Synergy_ZIP=-2.87, Synergy_Bliss=-6.48, Synergy_Loewe=-10.9, Synergy_HSA=-5.96. (2) Drug 1: CC12CCC3C(C1CCC2=O)CC(=C)C4=CC(=O)C=CC34C. Drug 2: COC1=C2C(=CC3=C1OC=C3)C=CC(=O)O2. Cell line: OVCAR3. Synergy scores: CSS=16.5, Synergy_ZIP=4.67, Synergy_Bliss=4.19, Synergy_Loewe=-3.23, Synergy_HSA=-3.47. (3) Drug 1: CC1=C2C(C(=O)C3(C(CC4C(C3C(C(C2(C)C)(CC1OC(=O)C(C(C5=CC=CC=C5)NC(=O)C6=CC=CC=C6)O)O)OC(=O)C7=CC=CC=C7)(CO4)OC(=O)C)O)C)OC(=O)C. Drug 2: CC1=C(C(=CC=C1)Cl)NC(=O)C2=CN=C(S2)NC3=CC(=NC(=N3)C)N4CCN(CC4)CCO. Cell line: HL-60(TB). Synergy scores: CSS=10.2, Synergy_ZIP=-1.12, Synergy_Bliss=-1.89, Synergy_Loewe=5.85, Synergy_HSA=-0.279. (4) Drug 1: CN(C(=O)NC(C=O)C(C(C(CO)O)O)O)N=O. Drug 2: CC(C)NC(=O)C1=CC=C(C=C1)CNNC.Cl. Cell line: HT29. Synergy scores: CSS=0.439, Synergy_ZIP=4.40, Synergy_Bliss=-4.64, Synergy_Loewe=-0.785, Synergy_HSA=-4.47. (5) Drug 1: CC1=C(C=C(C=C1)NC(=O)C2=CC=C(C=C2)CN3CCN(CC3)C)NC4=NC=CC(=N4)C5=CN=CC=C5. Drug 2: CC12CCC3C(C1CCC2O)C(CC4=C3C=CC(=C4)O)CCCCCCCCCS(=O)CCCC(C(F)(F)F)(F)F. Cell line: NCI-H322M. Synergy scores: CSS=6.14, Synergy_ZIP=-1.29, Synergy_Bliss=0.284, Synergy_Loewe=-1.27, Synergy_HSA=-0.303. (6) Drug 1: CC1=C(C=C(C=C1)C(=O)NC2=CC(=CC(=C2)C(F)(F)F)N3C=C(N=C3)C)NC4=NC=CC(=N4)C5=CN=CC=C5. Drug 2: C(CN)CNCCSP(=O)(O)O. Cell line: 786-0. Synergy scores: CSS=-0.0200, Synergy_ZIP=-1.73, Synergy_Bliss=-5.23, Synergy_Loewe=-19.0, Synergy_HSA=-6.44. (7) Drug 1: C1CN1C2=NC(=NC(=N2)N3CC3)N4CC4. Drug 2: C1=CC(=CC=C1CCC2=CNC3=C2C(=O)NC(=N3)N)C(=O)NC(CCC(=O)O)C(=O)O. Cell line: U251. Synergy scores: CSS=40.8, Synergy_ZIP=-8.83, Synergy_Bliss=-7.63, Synergy_Loewe=0.759, Synergy_HSA=2.43. (8) Drug 1: C1=CC(=C2C(=C1NCCNCCO)C(=O)C3=C(C=CC(=C3C2=O)O)O)NCCNCCO. Drug 2: CC12CCC3C(C1CCC2OP(=O)(O)O)CCC4=C3C=CC(=C4)OC(=O)N(CCCl)CCCl.[Na+]. Cell line: HOP-62. Synergy scores: CSS=38.1, Synergy_ZIP=-1.03, Synergy_Bliss=-0.896, Synergy_Loewe=-51.1, Synergy_HSA=-1.76. (9) Drug 1: CC1=C(C=C(C=C1)NC2=NC=CC(=N2)N(C)C3=CC4=NN(C(=C4C=C3)C)C)S(=O)(=O)N.Cl. Drug 2: C1=NC(=NC(=O)N1C2C(C(C(O2)CO)O)O)N. Cell line: UACC-257. Synergy scores: CSS=-2.27, Synergy_ZIP=1.84, Synergy_Bliss=3.38, Synergy_Loewe=-1.28, Synergy_HSA=-0.973.